Predict the product of the given reaction. From a dataset of Forward reaction prediction with 1.9M reactions from USPTO patents (1976-2016). Given the reactants [CH:1]([O:4][C:5]1[CH:10]=[CH:9][C:8]([S:11]([CH3:14])(=[O:13])=[O:12])=[CH:7][C:6]=1[N+:15]([O-])=O)([CH3:3])[CH3:2].COC1C=CC(C#N)=CC=1[N+]([O-])=O.NC1C=C(C=CC=1OC(F)(F)F)C(N)=O, predict the reaction product. The product is: [CH:1]([O:4][C:5]1[CH:10]=[CH:9][C:8]([S:11]([CH3:14])(=[O:12])=[O:13])=[CH:7][C:6]=1[NH2:15])([CH3:3])[CH3:2].